This data is from Retrosynthesis with 50K atom-mapped reactions and 10 reaction types from USPTO. The task is: Predict the reactants needed to synthesize the given product. (1) Given the product CCCCOC(=O)CCCCCNC(=O)Oc1c(C(=O)OC(C)C)sc(C(=O)OC(C)C)c1C, predict the reactants needed to synthesize it. The reactants are: CCCCOC(=O)CCCCCN=C=O.Cc1c(C(=O)OC(C)C)sc(C(=O)OC(C)C)c1O. (2) Given the product CCOCCn1c(N2CCCN(CCC3(c4ccccc4)CCN(C(=O)OCc4ccccc4)C3)CC2)nc2ccccc21, predict the reactants needed to synthesize it. The reactants are: CCOCCn1c(N2CCCNCC2)nc2ccccc21.CS(=O)(=O)OCCC1(c2ccccc2)CCN(C(=O)OCc2ccccc2)C1. (3) The reactants are: COC1=C(OC)C(=O)C(Cc2ccc(C(=O)O)c(-c3cccnc3)c2)=C(C)C1=O.COc1ccc(N)cc1. Given the product COC1=C(OC)C(=O)C(Cc2ccc(C(=O)Nc3ccc(OC)cc3)c(-c3cccnc3)c2)=C(C)C1=O, predict the reactants needed to synthesize it. (4) The reactants are: CC1NC(=O)C(C)(C)C1=O.N#Cc1c(F)cc(Br)cc1F. Given the product CC1C(=O)C(C)(C)C(=O)N1c1cc(F)c(C#N)c(F)c1, predict the reactants needed to synthesize it. (5) Given the product CN(c1cccc(Br)c1)S(C)(=O)=O, predict the reactants needed to synthesize it. The reactants are: CI.CS(=O)(=O)Nc1cccc(Br)c1. (6) Given the product Cc1c(-c2ccccn2)nc2cc(F)cc(F)c2c1Nc1cc(N2CCOCC2)ncc1-c1cc(C(F)F)ccc1F, predict the reactants needed to synthesize it. The reactants are: CC1(C)OB(c2cc(C(F)F)ccc2F)OC1(C)C.Cc1c(-c2ccccn2)nc2cc(F)cc(F)c2c1Nc1cc(N2CCOCC2)ncc1I. (7) Given the product CCC(=O)NC1(C(=O)O)Cc2cccc3c2N(CCC3)C1=O, predict the reactants needed to synthesize it. The reactants are: CCOC(=O)C1(NC(=O)CC)Cc2cccc3c2N(CCC3)C1=O. (8) Given the product COc1cc2nccc(Nc3cc(O)c(C)cc3F)c2cc1C#N, predict the reactants needed to synthesize it. The reactants are: COc1cc2nccc(Cl)c2cc1C#N.Cc1cc(F)c(N)cc1O.